The task is: Regression/Classification. Given a drug SMILES string, predict its absorption, distribution, metabolism, or excretion properties. Task type varies by dataset: regression for continuous measurements (e.g., permeability, clearance, half-life) or binary classification for categorical outcomes (e.g., BBB penetration, CYP inhibition). Dataset: hia_hou.. This data is from Human intestinal absorption (HIA) binary classification data from Hou et al.. (1) The drug is NNC(=O)c1ccncc1. The result is 1 (good absorption). (2) The molecule is CCN1CCC[C@@H]1CNC(=O)c1cc(S(=O)(=O)CC)ccc1OC. The result is 1 (good absorption). (3) The molecule is C[C@H]1C[C@H]2[C@H]([C@H](O)C[C@]3(C)[C@@H]2CC[C@@]3(O)C(=O)CO)[C@]2(C)C=CC(=O)C=C12. The result is 1 (good absorption). (4) The molecule is CCOc1cc(CC(=O)N[C@H](CC(C)C)c2ccccc2N2CCCCC2)ccc1C(=O)O. The result is 1 (good absorption).